This data is from NCI-60 drug combinations with 297,098 pairs across 59 cell lines. The task is: Regression. Given two drug SMILES strings and cell line genomic features, predict the synergy score measuring deviation from expected non-interaction effect. (1) Drug 1: C1=NC2=C(N=C(N=C2N1C3C(C(C(O3)CO)O)F)Cl)N. Drug 2: C1=CN(C=N1)CC(O)(P(=O)(O)O)P(=O)(O)O. Cell line: SK-MEL-2. Synergy scores: CSS=19.0, Synergy_ZIP=-0.137, Synergy_Bliss=4.35, Synergy_Loewe=-15.7, Synergy_HSA=-0.593. (2) Drug 1: C1CCC(C1)C(CC#N)N2C=C(C=N2)C3=C4C=CNC4=NC=N3. Drug 2: COCCOC1=C(C=C2C(=C1)C(=NC=N2)NC3=CC=CC(=C3)C#C)OCCOC.Cl. Cell line: MCF7. Synergy scores: CSS=8.40, Synergy_ZIP=1.34, Synergy_Bliss=6.95, Synergy_Loewe=3.57, Synergy_HSA=5.81.